The task is: Predict the reaction yield, written as a fraction of the theoretical maximum amount of product (1.0 means a 100% yield; for example, 0.34 means a 34% yield).. This data is from Reaction yield outcomes from USPTO patents with 853,638 reactions. (1) The reactants are [N:1]1[N:2]=[C:3]([C:10]2[CH:19]=[CH:18][C:17]3[C:12](=[C:13]([O:20][CH:21]4[CH2:27][CH2:26][CH2:25][N:24](C(OC(C)(C)C)=O)[CH2:23][CH2:22]4)[CH:14]=[CH:15][CH:16]=3)[N:11]=2)[N:4]2[CH:9]=[CH:8][CH:7]=[CH:6][C:5]=12.[ClH:35]. The catalyst is C(Cl)(Cl)Cl. The product is [ClH:35].[ClH:35].[N:1]1[N:2]=[C:3]([C:10]2[CH:19]=[CH:18][C:17]3[C:12](=[C:13]([O:20][CH:21]4[CH2:27][CH2:26][CH2:25][NH:24][CH2:23][CH2:22]4)[CH:14]=[CH:15][CH:16]=3)[N:11]=2)[N:4]2[CH:9]=[CH:8][CH:7]=[CH:6][C:5]=12. The yield is 0.720. (2) The reactants are [CH3:1][N:2]1[C:6]([C:7]([OH:9])=O)=[CH:5][C:4]([C:10]([F:13])([F:12])[F:11])=[N:3]1.O1CCCC1.C(Cl)(=O)C(Cl)=O.[NH2:25][C:26]1[CH:27]=[C:28]([CH:45]=[CH:46][C:47]=1[F:48])[O:29][C:30]1[CH:31]=[CH:32][C:33]2[N:34]([CH:36]=[C:37]([NH:39][C:40]([CH:42]3[CH2:44][CH2:43]3)=[O:41])[N:38]=2)[N:35]=1. The catalyst is CN(C)C=O.CN(C)C(=O)C. The product is [CH:42]1([C:40]([NH:39][C:37]2[N:38]=[C:33]3[CH:32]=[CH:31][C:30]([O:29][C:28]4[CH:45]=[CH:46][C:47]([F:48])=[C:26]([NH:25][C:7]([C:6]5[N:2]([CH3:1])[N:3]=[C:4]([C:10]([F:13])([F:12])[F:11])[CH:5]=5)=[O:9])[CH:27]=4)=[N:35][N:34]3[CH:36]=2)=[O:41])[CH2:43][CH2:44]1. The yield is 0.770. (3) The reactants are [CH:1]1([CH2:6][N:7]([CH2:33][CH3:34])[C:8]2[N:13]=[C:12]3[N:14]([CH3:18])[N:15]=[C:16]([CH3:17])[C:11]3=[CH:10][C:9]=2[CH2:19][N:20]([CH2:23][C:24]2[CH:29]=[C:28]([F:30])[C:27]([F:31])=[C:26]([F:32])[CH:25]=2)[C:21]#[N:22])[CH2:5][CH2:4][CH2:3][CH2:2]1.[Cl-].[NH4+].[N-:37]=[N+:38]=[N-:39].[Na+]. The catalyst is CN(C=O)C. The product is [CH:1]1([CH2:6][N:7]([CH2:33][CH3:34])[C:8]2[N:13]=[C:12]3[N:14]([CH3:18])[N:15]=[C:16]([CH3:17])[C:11]3=[CH:10][C:9]=2[CH2:19][N:20]([CH2:23][C:24]2[CH:29]=[C:28]([F:30])[C:27]([F:31])=[C:26]([F:32])[CH:25]=2)[C:21]2[NH:39][N:38]=[N:37][N:22]=2)[CH2:5][CH2:4][CH2:3][CH2:2]1. The yield is 0.900. (4) The reactants are [Cl:1][C:2]1[CH:9]=[CH:8][C:5]([C:6]#[N:7])=[CH:4][CH:3]=1.[NH2:10][OH:11]. The catalyst is CCO. The product is [Cl:1][C:2]1[CH:9]=[CH:8][C:5]([C:6](=[N:10][OH:11])[NH2:7])=[CH:4][CH:3]=1. The yield is 0.760.